From a dataset of HIV replication inhibition screening data with 41,000+ compounds from the AIDS Antiviral Screen. Binary Classification. Given a drug SMILES string, predict its activity (active/inactive) in a high-throughput screening assay against a specified biological target. (1) The compound is CC1=NN(c2nc(N)nc(NS(=O)(=O)c3cc(C)c(Cl)cc3S)n2)C(C)(C)C1. The result is 1 (active). (2) The compound is N=C1NS(=O)(=O)N=C2NON=C12. The result is 0 (inactive). (3) The drug is N=C1SC23CCCN2C(=O)C2(CCCN2C3=O)S1. The result is 0 (inactive). (4) The molecule is CC(=O)C1(O)C(=[N+]=[N-])C(=O)Nc2ccccc21. The result is 0 (inactive).